From a dataset of Forward reaction prediction with 1.9M reactions from USPTO patents (1976-2016). Predict the product of the given reaction. (1) Given the reactants [CH2:1]([O:3][C:4](=[O:16])[CH2:5][N:6]1[C:14]2[C:9](=[CH:10][CH:11]=[C:12]([OH:15])[CH:13]=2)[CH:8]=[CH:7]1)[CH3:2].Cl[CH2:18][C:19]1[C:20]([CH:35]2[CH2:37][CH2:36]2)=[N:21][C:22]([C:25]2[CH:30]=[CH:29][C:28]([C:31]([F:34])([F:33])[F:32])=[CH:27][CH:26]=2)=[N:23][CH:24]=1.C(=O)([O-])[O-].[Cs+].[Cs+].[I-].[K+], predict the reaction product. The product is: [CH2:1]([O:3][C:4](=[O:16])[CH2:5][N:6]1[C:14]2[C:9](=[CH:10][CH:11]=[C:12]([O:15][CH2:18][C:19]3[C:20]([CH:35]4[CH2:37][CH2:36]4)=[N:21][C:22]([C:25]4[CH:26]=[CH:27][C:28]([C:31]([F:33])([F:34])[F:32])=[CH:29][CH:30]=4)=[N:23][CH:24]=3)[CH:13]=2)[CH:8]=[CH:7]1)[CH3:2]. (2) Given the reactants Br[C:2]1[CH:3]=[C:4]([C:21]#[N:22])[C:5]2[CH:6]=[N:7][N:8]([S:11]([C:14]3[CH:19]=[CH:18][C:17]([CH3:20])=[CH:16][CH:15]=3)(=[O:13])=[O:12])[C:9]=2[CH:10]=1.CC1(C)C(C)(C)OB([C:31]2[CH:39]=[CH:38][CH:37]=[C:36]3[C:32]=2[CH:33]=[CH:34][NH:35]3)O1.[O-]P([O-])([O-])=O.[K+].[K+].[K+].O, predict the reaction product. The product is: [NH:35]1[C:36]2[C:32](=[C:31]([C:2]3[CH:3]=[C:4]([C:21]#[N:22])[C:5]4[CH:6]=[N:7][N:8]([S:11]([C:14]5[CH:19]=[CH:18][C:17]([CH3:20])=[CH:16][CH:15]=5)(=[O:12])=[O:13])[C:9]=4[CH:10]=3)[CH:39]=[CH:38][CH:37]=2)[CH:33]=[CH:34]1. (3) Given the reactants [N:1]1[CH:6]=[CH:5][CH:4]=[CH:3][C:2]=1[C:7]1([C:11]#N)[CH2:10][CH2:9][CH2:8]1.[OH2:13].CC(O)=[O:16].S(=O)(=O)(O)O, predict the reaction product. The product is: [N:1]1[CH:6]=[CH:5][CH:4]=[CH:3][C:2]=1[C:7]1([C:11]([OH:16])=[O:13])[CH2:10][CH2:9][CH2:8]1. (4) Given the reactants [Cl:1][C:2]1[CH:3]=[CH:4][C:5]([O:12][CH2:13][C:14]([N:16]2[CH2:21][C@H:20]([CH3:22])[N:19]([CH2:23][C:24]3[CH:29]=[CH:28][C:27]([F:30])=[CH:26][CH:25]=3)[CH2:18][C@H:17]2[CH3:31])=[O:15])=[C:6]([CH2:8][C:9]([OH:11])=O)[CH:7]=1.[S:32]([NH2:36])([NH2:35])(=[O:34])=[O:33], predict the reaction product. The product is: [Cl:1][C:2]1[CH:3]=[CH:4][C:5]([O:12][CH2:13][C:14]([N:16]2[CH2:21][C@H:20]([CH3:22])[N:19]([CH2:23][C:24]3[CH:29]=[CH:28][C:27]([F:30])=[CH:26][CH:25]=3)[CH2:18][C@H:17]2[CH3:31])=[O:15])=[C:6]([CH2:8][C:9]([NH:35][S:32]([NH2:36])(=[O:34])=[O:33])=[O:11])[CH:7]=1. (5) Given the reactants [CH3:1][C:2]1[C:6]([CH:7]=O)=[C:5]([C:9]2[CH:14]=[CH:13][CH:12]=[CH:11][CH:10]=2)[O:4][N:3]=1.C(OP([CH2:23][C:24]([O:26]CC)=[O:25])(OCC)=O)C.[H-].[Na+].Cl, predict the reaction product. The product is: [CH3:1][C:2]1[C:6](/[CH:7]=[CH:23]/[C:24]([OH:26])=[O:25])=[C:5]([C:9]2[CH:14]=[CH:13][CH:12]=[CH:11][CH:10]=2)[O:4][N:3]=1. (6) Given the reactants Br[C:2]1[CH:7]=[CH:6][CH:5]=[CH:4][C:3]=1[C:8]1[C:9]([C:14]([O:16][CH2:17][CH3:18])=[O:15])=[CH:10][CH:11]=[CH:12][CH:13]=1.[Cl:19][C:20]1[CH:25]=[CH:24][C:23](B(O)O)=[C:22]([O:29][CH2:30][C:31]2[CH:36]=[CH:35][CH:34]=[CH:33][CH:32]=2)[CH:21]=1.C(=O)([O-])[O-].[K+].[K+], predict the reaction product. The product is: [Cl:19][C:20]1[CH:25]=[CH:24][C:23]([C:2]2[C:3]([C:8]3[C:9]([C:14]([O:16][CH2:17][CH3:18])=[O:15])=[CH:10][CH:11]=[CH:12][CH:13]=3)=[CH:4][CH:5]=[CH:6][CH:7]=2)=[C:22]([O:29][CH2:30][C:31]2[CH:36]=[CH:35][CH:34]=[CH:33][CH:32]=2)[CH:21]=1. (7) Given the reactants [CH:1]1[C:6](N=C=S)=[CH:5][C:4]2[C:10]([O:12][C:13]3([C:23]4[CH:24]=[CH:25][C:26]([OH:28])=[CH:27][C:22]=4[O:21][C:15]4[CH:16]=[C:17]([OH:20])[CH:18]=[CH:19][C:14]3=4)[C:3]=2[CH:2]=1)=[O:11], predict the reaction product. The product is: [CH:1]1[CH:6]=[CH:5][C:4]([C:10]([OH:12])=[O:11])=[C:3]([C:13]2[C:14]3[CH:19]=[CH:18][C:17]([OH:20])=[CH:16][C:15]=3[O:21][C:22]3[C:23]=2[CH:24]=[CH:25][C:26]([CH:27]=3)=[O:28])[CH:2]=1. (8) Given the reactants [O:1]=[C:2]1[N:7]([CH2:8][C:9]2[CH:14]=[CH:13][CH:12]=[C:11]([C:15]3[N:20]=[CH:19][C:18]([O:21][CH2:22][CH:23]4[CH2:28][CH2:27][NH:26][CH2:25][CH2:24]4)=[CH:17][N:16]=3)[CH:10]=2)[N:6]=[C:5]([C:29]2[CH:30]=[C:31]([CH:34]=[CH:35][CH:36]=2)[C:32]#[N:33])[CH:4]=[CH:3]1.[CH:37](OCC)=[O:38], predict the reaction product. The product is: [CH:37]([N:26]1[CH2:25][CH2:24][CH:23]([CH2:22][O:21][C:18]2[CH:17]=[N:16][C:15]([C:11]3[CH:10]=[C:9]([CH:14]=[CH:13][CH:12]=3)[CH2:8][N:7]3[C:2](=[O:1])[CH:3]=[CH:4][C:5]([C:29]4[CH:30]=[C:31]([CH:34]=[CH:35][CH:36]=4)[C:32]#[N:33])=[N:6]3)=[N:20][CH:19]=2)[CH2:28][CH2:27]1)=[O:38].